Dataset: Forward reaction prediction with 1.9M reactions from USPTO patents (1976-2016). Task: Predict the product of the given reaction. (1) Given the reactants [NH2:1][N:2]1[N:11]=[C:10]([C:12]2[S:13][CH:14]=[CH:15][CH:16]=2)[C:9]2[C:4](=[CH:5][CH:6]=[CH:7][CH:8]=2)[C:3]1=[O:17].[C@@H:18]12[CH2:24][C@@H:21]([CH:22]=[CH:23]1)[CH2:20][C@H:19]2[CH2:25][C:26](O)=[O:27], predict the reaction product. The product is: [C@@H:18]12[CH2:24][C@@H:21]([CH:22]=[CH:23]1)[CH2:20][C@H:19]2[CH2:25][C:26]([NH:1][N:2]1[N:11]=[C:10]([C:12]2[S:13][CH:14]=[CH:15][CH:16]=2)[C:9]2[C:4](=[CH:5][CH:6]=[CH:7][CH:8]=2)[C:3]1=[O:17])=[O:27]. (2) Given the reactants Br[C:2]1[N:6]2[CH:7]=[CH:8][C:9]([C:11]([F:14])([F:13])[F:12])=[N:10][C:5]2=[N:4][CH:3]=1.[F:15][C:16]1[CH:21]=[CH:20][C:19](B2OC(C)(C)C(C)(C)O2)=[CH:18][C:17]=1[C:31]1[CH:35]=[CH:34][S:33][C:32]=1[C:36]#[N:37], predict the reaction product. The product is: [F:15][C:16]1[CH:21]=[CH:20][C:19]([C:2]2[N:6]3[CH:7]=[CH:8][C:9]([C:11]([F:14])([F:13])[F:12])=[N:10][C:5]3=[N:4][CH:3]=2)=[CH:18][C:17]=1[C:31]1[CH:35]=[CH:34][S:33][C:32]=1[C:36]#[N:37].